From a dataset of Full USPTO retrosynthesis dataset with 1.9M reactions from patents (1976-2016). Predict the reactants needed to synthesize the given product. (1) Given the product [Cl:1][C:2]1[C:7]([C:8]2[CH:13]=[CH:12][CH:11]=[CH:10][CH:9]=2)=[N:6][N:5]=[C:4]2[N:14]([CH2:23][CH2:24][N:30]3[CH2:31][CH2:32][C@H:28]([F:27])[CH2:29]3)[N:15]=[C:16]([C:17]3[CH:22]=[CH:21][CH:20]=[CH:19][CH:18]=3)[C:3]=12, predict the reactants needed to synthesize it. The reactants are: [Cl:1][C:2]1[C:7]([C:8]2[CH:13]=[CH:12][CH:11]=[CH:10][CH:9]=2)=[N:6][N:5]=[C:4]2[N:14]([CH2:23][CH2:24]I)[N:15]=[C:16]([C:17]3[CH:22]=[CH:21][CH:20]=[CH:19][CH:18]=3)[C:3]=12.Cl.[F:27][C@H:28]1[CH2:32][CH2:31][NH:30][CH2:29]1.CCN(C(C)C)C(C)C. (2) Given the product [C:14]([O:13][C:11](=[O:12])[NH:7][C:6]1[CH:8]=[CH:9][CH:10]=[C:4]([N+:1]([O-:3])=[O:2])[CH:5]=1)([CH3:17])([CH3:16])[CH3:15], predict the reactants needed to synthesize it. The reactants are: [N+:1]([C:4]1[CH:5]=[C:6]([CH:8]=[CH:9][CH:10]=1)[NH2:7])([O-:3])=[O:2].[C:11](O[C:11]([O:13][C:14]([CH3:17])([CH3:16])[CH3:15])=[O:12])([O:13][C:14]([CH3:17])([CH3:16])[CH3:15])=[O:12].N1C=CC(N)=CC=1. (3) Given the product [C:29]([C:19]1[CH:20]=[C:21]([CH2:24][C:25]([OH:27])=[O:26])[CH:22]=[CH:23][C:18]=1[N:14]1[C:15]2[C:11](=[CH:10][C:9]([C:7](=[O:8])[NH:6][CH2:5][CH2:4][C:3]3[CH:31]=[CH:32][C:33]([Cl:35])=[CH:34][C:2]=3[Cl:1])=[CH:17][CH:16]=2)[CH:12]=[CH:13]1)#[N:30], predict the reactants needed to synthesize it. The reactants are: [Cl:1][C:2]1[CH:34]=[C:33]([Cl:35])[CH:32]=[CH:31][C:3]=1[CH2:4][CH2:5][NH:6][C:7]([C:9]1[CH:10]=[C:11]2[C:15](=[CH:16][CH:17]=1)[N:14]([C:18]1[CH:23]=[CH:22][C:21]([CH2:24][C:25]([O:27]C)=[O:26])=[CH:20][C:19]=1[C:29]#[N:30])[CH:13]=[CH:12]2)=[O:8].[OH-].[Na+]. (4) Given the product [Br:1][C:2]1[CH:3]=[C:4]([C:8]2[C:17]3[C:12](=[CH:13][C:14]([OH:23])=[C:15]4[O:20][C:19]([CH3:21])([CH3:22])[CH2:18][C:16]4=3)[C:11]([CH3:26])([CH3:25])[CH2:10][N:9]=2)[CH:5]=[CH:6][CH:7]=1, predict the reactants needed to synthesize it. The reactants are: [Br:1][C:2]1[CH:3]=[C:4]([C:8]2[C:17]3[C:12](=[CH:13][C:14]([O:23]C)=[C:15]4[O:20][C:19]([CH3:22])([CH3:21])[CH2:18][C:16]4=3)[C:11]([CH3:26])([CH3:25])[CH2:10][N:9]=2)[CH:5]=[CH:6][CH:7]=1.N. (5) Given the product [Br:10][C:3]1[CH:4]=[C:5]([CH2:8][O:9][CH3:15])[CH:6]=[CH:7][C:2]=1[Cl:1], predict the reactants needed to synthesize it. The reactants are: [Cl:1][C:2]1[CH:7]=[CH:6][C:5]([CH2:8][OH:9])=[CH:4][C:3]=1[Br:10].[OH-].[K+].IC.[C:15](OCC)(=O)C. (6) Given the product [CH3:1][C:2]1[CH:7]=[C:6]([S:8][C@@H:9]([C:14]2[CH:15]=[CH:16][C:17]([C:20]3[CH:25]=[CH:24][C:23]([C:26]([F:29])([F:27])[F:28])=[CH:22][CH:21]=3)=[CH:18][CH:19]=2)[CH2:10][CH2:11][CH2:12][CH3:13])[CH:5]=[CH:4][C:3]=1[O:30][CH2:31][C:32]([OH:34])=[O:33], predict the reactants needed to synthesize it. The reactants are: [CH3:1][C:2]1[CH:7]=[C:6]([S:8][C@@H:9]([C:14]2[CH:19]=[CH:18][C:17]([C:20]3[CH:25]=[CH:24][C:23]([C:26]([F:29])([F:28])[F:27])=[CH:22][CH:21]=3)=[CH:16][CH:15]=2)[CH2:10][CH2:11][CH2:12][CH3:13])[CH:5]=[CH:4][C:3]=1[O:30][CH2:31][C:32]([O:34]CC)=[O:33].[OH-].[Na+].Cl. (7) Given the product [Cl:15][C:16]1[CH:17]=[C:18]2[C:19]([C:32]([OH:34])=[C:26]([C:27]([O:29][CH2:30][CH3:31])=[O:28])[C:24](=[O:25])[C:23]2([CH3:38])[CH3:37])=[CH:20][C:21]=1[F:22], predict the reactants needed to synthesize it. The reactants are: O=P12OP3(OP(OP(O3)(O1)=O)(=O)O2)=O.[Cl:15][C:16]1[CH:17]=[C:18]([C:23]([CH3:38])([CH3:37])[C:24]([CH:26]([C:32]([O:34]CC)=O)[C:27]([O:29][CH2:30][CH3:31])=[O:28])=[O:25])[CH:19]=[CH:20][C:21]=1[F:22]. (8) Given the product [CH3:23][C:14]1([CH3:24])[O:13]/[C:12](=[C:6]2/[C:7](=[O:11])[NH:8][C:9]3[C:5]/2=[CH:4][CH:3]=[C:2]([I:25])[CH:10]=3)/[CH:16]=[C:15]1[N:17]1[CH2:22][CH2:21][O:20][CH2:19][CH2:18]1, predict the reactants needed to synthesize it. The reactants are: Br[C:2]1[CH:10]=[C:9]2[C:5](/[C:6](=[C:12]3\[O:13][C:14]([CH3:24])([CH3:23])[C:15]([N:17]4[CH2:22][CH2:21][O:20][CH2:19][CH2:18]4)=[CH:16]\3)/[C:7](=[O:11])[NH:8]2)=[CH:4][CH:3]=1.[I-:25].[Na+].CN[C@@H]1CCCC[C@H]1NC. (9) Given the product [CH2:11]([O:10][C:3]1[CH:4]=[C:5]([CH:8]=[CH:9][C:2]=1[S:19]([C:22]([F:25])([F:24])[F:23])(=[O:21])=[O:20])[CH:6]=[O:7])[CH3:12], predict the reactants needed to synthesize it. The reactants are: O[C:2]1[CH:9]=[CH:8][C:5]([CH:6]=[O:7])=[CH:4][C:3]=1[O:10][CH2:11][CH3:12].N1C=CC=CC=1.[S:19](O[S:19]([C:22]([F:25])([F:24])[F:23])(=[O:21])=[O:20])([C:22]([F:25])([F:24])[F:23])(=[O:21])=[O:20]. (10) Given the product [Cl:26][C:22]1[N:21]=[C:20]([C:19]2[C:18]([C:12]3[CH:13]=[CH:14][C:15]([F:17])=[CH:16][C:11]=3[F:10])=[N:5][N:4]3[C:3]=2[CH2:9][S:8][CH2:7]3)[CH:25]=[CH:24][N:23]=1, predict the reactants needed to synthesize it. The reactants are: OC1O[N:5]=[N+:4]2[CH2:7][S:8][CH2:9][C:3]=12.[F:10][C:11]1[CH:16]=[C:15]([F:17])[CH:14]=[CH:13][C:12]=1[C:18]#[C:19][C:20]1[CH:25]=[CH:24][N:23]=[C:22]([Cl:26])[N:21]=1.